Dataset: Catalyst prediction with 721,799 reactions and 888 catalyst types from USPTO. Task: Predict which catalyst facilitates the given reaction. (1) Reactant: [F:1][C:2]1[CH:12]=[CH:11][CH:10]=[C:9]([C:13]([F:16])([F:15])[F:14])[C:3]=1[CH2:4][NH:5][C:6]([NH2:8])=[O:7].[C:17](OC(C)(C)C)(=[O:22])[CH2:18][C:19]([CH3:21])=O.O.C1(C)C=CC(S(O)(=O)=O)=CC=1.CC(O)C. Product: [F:1][C:2]1[CH:12]=[CH:11][CH:10]=[C:9]([C:13]([F:14])([F:15])[F:16])[C:3]=1[CH2:4][N:5]1[C:19]([CH3:21])=[CH:18][C:17](=[O:22])[NH:8][C:6]1=[O:7]. The catalyst class is: 11. (2) Reactant: [C:1]([O:5][C:6]([NH:8][CH2:9][C@H:10]1[CH2:15][CH2:14][C@H:13]([C:16]([NH:18][C@H:19]([C:37](=[O:50])[NH:38][C:39]2[CH:44]=[CH:43][C:42]([C:45]3[NH:49][N:48]=[N:47][N:46]=3)=[CH:41][CH:40]=2)[CH2:20][C:21]2[CH:22]=[C:23]([C:27]3[CH:32]=[CH:31][C:30]([C:33](O)=[O:34])=[CH:29][C:28]=3[CH3:36])[CH:24]=[CH:25][CH:26]=2)=[O:17])[CH2:12][CH2:11]1)=[O:7])([CH3:4])([CH3:3])[CH3:2].[CH3:51][O:52][CH2:53][CH2:54][O:55][CH2:56][CH2:57][O:58][CH2:59][CH2:60][NH2:61].F[P-](F)(F)(F)(F)F.CN(C(ON1C2=NC=CC=C2N=N1)=[N+](C)C)C.C(N(CC)C(C)C)(C)C. Product: [CH3:51][O:52][CH2:53][CH2:54][O:55][CH2:56][CH2:57][O:58][CH2:59][CH2:60][NH:61][C:33]([C:30]1[CH:31]=[CH:32][C:27]([C:23]2[CH:24]=[CH:25][CH:26]=[C:21]([CH2:20][C@H:19]([NH:18][C:16]([C@H:13]3[CH2:14][CH2:15][C@H:10]([CH2:9][NH:8][C:6](=[O:7])[O:5][C:1]([CH3:2])([CH3:3])[CH3:4])[CH2:11][CH2:12]3)=[O:17])[C:37](=[O:50])[NH:38][C:39]3[CH:40]=[CH:41][C:42]([C:45]4[NH:49][N:48]=[N:47][N:46]=4)=[CH:43][CH:44]=3)[CH:22]=2)=[C:28]([CH3:36])[CH:29]=1)=[O:34]. The catalyst class is: 7. (3) Reactant: [F:1][C:2]1[CH:3]=[C:4]2[C:9](=[CH:10][CH:11]=1)[CH:8]=[N:7][C:6]([OH:12])=[CH:5]2.C(N(CC)CC)C.[F:20][C:21]([F:34])([F:33])[S:22](O[S:22]([C:21]([F:34])([F:33])[F:20])(=[O:24])=[O:23])(=[O:24])=[O:23]. Product: [F:1][C:2]1[CH:3]=[C:4]2[C:9](=[CH:10][CH:11]=1)[CH:8]=[N:7][C:6]([O:12][S:22]([C:21]([F:34])([F:33])[F:20])(=[O:24])=[O:23])=[CH:5]2. The catalyst class is: 2. (4) Reactant: I[C:2]1[CH:7]=[CH:6][CH:5]=[CH:4][C:3]=1[O:8][CH3:9].[C:10]([O:16][CH2:17][CH3:18])(=[O:15])[CH2:11][CH2:12][CH:13]=[CH2:14].C(N(CC)CC)C.CC#N. Product: [CH3:9][O:8][C:3]1[CH:4]=[CH:5][CH:6]=[CH:7][C:2]=1/[CH:14]=[CH:13]/[CH2:12][CH2:11][C:10]([O:16][CH2:17][CH3:18])=[O:15]. The catalyst class is: 1. (5) The catalyst class is: 11. Reactant: C([N:8]1[CH2:14][C:13]2[N:15]=[CH:16][C:17]([O:19][C@@H:20]([CH:22]3[CH2:24][CH2:23]3)[CH3:21])=[N:18][C:12]=2[O:11][CH2:10][CH2:9]1)C1C=CC=CC=1.[Cl:25]C(OC(Cl)C)=O. Product: [ClH:25].[CH:22]1([C@H:20]([O:19][C:17]2[CH:16]=[N:15][C:13]3[CH2:14][NH:8][CH2:9][CH2:10][O:11][C:12]=3[N:18]=2)[CH3:21])[CH2:24][CH2:23]1. (6) Reactant: [I:1][C:2]1[CH:3]=[C:4]2[C:9](=[CH:10][C:11]=1[CH2:12][CH2:13]C(O)=O)[NH:8][C:7](=[O:17])[CH2:6][CH2:5]2.[C:18]([OH:22])([CH3:21])([CH3:20])[CH3:19].C([N:25]([CH2:28]C)CC)C.C1(P(N=[N+]=[N-])(C2C=CC=CC=2)=[O:37])C=CC=CC=1. Product: [C:18]([O:22][C:28](=[O:37])[NH:25][CH2:13][CH2:12][C:11]1[CH:10]=[C:9]2[C:4]([CH2:5][CH2:6][C:7](=[O:17])[NH:8]2)=[CH:3][C:2]=1[I:1])([CH3:21])([CH3:20])[CH3:19]. The catalyst class is: 6. (7) Reactant: [Br:1][C:2]1[CH:7]=[CH:6][C:5]([SH:8])=[CH:4][CH:3]=1.[H-].[Na+].Br[CH2:12][CH2:13][CH3:14].O. Product: [Br:1][C:2]1[CH:7]=[CH:6][C:5]([S:8][CH2:12][CH2:13][CH3:14])=[CH:4][CH:3]=1. The catalyst class is: 9.